Dataset: Reaction yield outcomes from USPTO patents with 853,638 reactions. Task: Predict the reaction yield, written as a fraction of the theoretical maximum amount of product (1.0 means a 100% yield; for example, 0.34 means a 34% yield). (1) The reactants are [NH2:1][C:2]1[CH:3]=[CH:4][C:5]([F:19])=[C:6]([C@:8]2([CH3:18])[CH2:14][C:13]([CH3:16])([CH3:15])[O:12][CH2:11][C:10](=[S:17])[NH:9]2)[CH:7]=1.[Cl:20][C:21]1[C:22]([C:31](O)=[O:32])=[N:23][CH:24]=[C:25]([C:27]([F:30])([F:29])[F:28])[CH:26]=1. The product is [F:19][C:5]1[CH:4]=[CH:3][C:2]([NH:1][C:31]([C:22]2[C:21]([Cl:20])=[CH:26][C:25]([C:27]([F:29])([F:28])[F:30])=[CH:24][N:23]=2)=[O:32])=[CH:7][C:6]=1[C@:8]1([CH3:18])[CH2:14][C:13]([CH3:16])([CH3:15])[O:12][CH2:11][C:10](=[S:17])[NH:9]1. No catalyst specified. The yield is 0.610. (2) The yield is 0.490. The catalyst is C(O)C. The reactants are [CH3:1][N:2]1[CH2:6][CH2:5][CH2:4][CH:3]1[CH2:7][CH2:8][N:9]1[CH2:14][CH2:13][S:12][C:11]2[CH:15]=[C:16]([NH2:19])[CH:17]=[CH:18][C:10]1=2.I.[S:21]1[CH:25]=[CH:24][CH:23]=[C:22]1[C:26](SC)=[NH:27]. The product is [CH3:1][N:2]1[CH2:6][CH2:5][CH2:4][CH:3]1[CH2:7][CH2:8][N:9]1[CH2:14][CH2:13][S:12][C:11]2[CH:15]=[C:16]([NH:19][C:26]([C:22]3[S:21][CH:25]=[CH:24][CH:23]=3)=[NH:27])[CH:17]=[CH:18][C:10]1=2. (3) The reactants are [Br:1][C:2]1[CH:3]=[C:4]([CH3:10])[C:5]([CH2:8][OH:9])=[N:6][CH:7]=1.C(N(CC)CC)C.[Si:18](Cl)([C:21]([CH3:24])([CH3:23])[CH3:22])([CH3:20])[CH3:19].O. The catalyst is CN(C)C=O. The product is [Br:1][C:2]1[CH:3]=[C:4]([CH3:10])[C:5]([CH2:8][O:9][Si:18]([C:21]([CH3:24])([CH3:23])[CH3:22])([CH3:20])[CH3:19])=[N:6][CH:7]=1. The yield is 1.00. (4) The catalyst is CN1C(=O)CCC1. The yield is 0.0600. The product is [ClH:54].[NH2:29][C@@H:25]1[CH2:26][CH2:27][CH2:28][N:23]([C:3]2[C:2]([Br:1])=[CH:7][N:6]=[C:5]3[NH:8][CH:9]=[C:10]([NH:11][C:12]([C:14]4[CH:19]=[CH:18][C:17](=[O:20])[N:16]([CH3:21])[N:15]=4)=[O:13])[C:4]=23)[CH2:24]1. The reactants are [Br:1][C:2]1[C:3](F)=[C:4]2[C:10]([NH:11][C:12]([C:14]3[CH:19]=[CH:18][C:17](=[O:20])[N:16]([CH3:21])[N:15]=3)=[O:13])=[CH:9][NH:8][C:5]2=[N:6][CH:7]=1.[NH:23]1[CH2:28][CH2:27][CH2:26][C@@H:25]([NH:29]C(=O)OC(C)(C)C)[CH2:24]1.CCN(C(C)C)C(C)C.C(O)(C(F)(F)F)=O.C(Cl)[Cl:54]. (5) The catalyst is CN(C=O)C.O. The reactants are [NH2:1][C:2]1[C:7]([F:8])=[CH:6][C:5]([OH:9])=[C:4]([F:10])[CH:3]=1.[Cl:11][C:12]1[CH:17]=[C:16](Cl)[N:15]=[C:14]([NH:19][C:20](=[O:22])[CH3:21])[N:13]=1.C(=O)([O-])[O-].[K+].[K+]. The product is [NH2:1][C:2]1[C:7]([F:8])=[CH:6][C:5]([O:9][C:16]2[CH:17]=[C:12]([Cl:11])[N:13]=[C:14]([NH:19][C:20](=[O:22])[CH3:21])[N:15]=2)=[C:4]([F:10])[CH:3]=1. The yield is 0.440. (6) The reactants are [NH2:1][C:2]1[CH:3]=[CH:4][C:5](CO)=[C:6]2[C:11]=1[CH:10]=[C:9](O)[CH:8]=[CH:7]2.N1C=CN=C1.Cl[Si](C(C)C)(C(C)C)C(C)C.O. The catalyst is CN(C)C1C=CN=CC=1.CN(C)C=O. The product is [C:2]1([NH2:1])[C:11]2[C:6](=[CH:7][CH:8]=[CH:9][CH:10]=2)[CH:5]=[CH:4][CH:3]=1. The yield is 0.660. (7) The reactants are [NH:1]1[C:9]2[C:4](=[CH:5][CH:6]=[CH:7][CH:8]=2)[CH:3]=[C:2]1[CH:10]([CH3:16])[C:11]([O:13][CH2:14][CH3:15])=[O:12].[N+:17]([O-])([O-:19])=[O:18].[Na+]. The yield is 0.310. The catalyst is S(=O)(=O)(O)O. The product is [N+:17]([C:6]1[CH:5]=[C:4]2[C:9](=[CH:8][CH:7]=1)[NH:1][C:2]([CH:10]([CH3:16])[C:11]([O:13][CH2:14][CH3:15])=[O:12])=[CH:3]2)([O-:19])=[O:18]. (8) The reactants are [I-].[Li+].[F:3][C:4]1[CH:5]=[C:6]([C:12]2[S:13][C:14]3[CH2:15][N:16]([C:21](=[O:23])[CH3:22])[CH2:17][CH2:18][C:19]=3[N:20]=2)[CH:7]=[CH:8][C:9]=1[O:10]C. The catalyst is N1C(C)=CC=CC=1C.C(OCC)(=O)C. The product is [F:3][C:4]1[CH:5]=[C:6]([C:12]2[S:13][C:14]3[CH2:15][N:16]([C:21](=[O:23])[CH3:22])[CH2:17][CH2:18][C:19]=3[N:20]=2)[CH:7]=[CH:8][C:9]=1[OH:10]. The yield is 1.00. (9) The reactants are C[O:2][C:3]1[CH:10]=[CH:9][CH:8]=[C:7]([N+:11]([O-])=O)[C:4]=1[C:5]#[N:6]. The catalyst is CCO.[Pd]. The product is [NH2:11][C:7]1[CH:8]=[CH:9][CH:10]=[C:3]([OH:2])[C:4]=1[C:5]#[N:6]. The yield is 1.00. (10) The reactants are [Cl:1][C:2]1[N:10]=[C:9]2[C:5]([N:6]=[CH:7][N:8]2[CH:11]([CH3:13])[CH3:12])=[C:4](Cl)[N:3]=1.[C:22]1(N[C:22]2[CH:27]=[CH:26][CH:25]=[CH:24][CH:23]=2)[CH:27]=[CH:26][CH:25]=[CH:24][CH:23]=1.CC[N:30]([CH2:33][CH3:34])CC. The catalyst is CCCCO. The product is [CH:33]([NH:30][C:4]1[N:3]=[C:2]([Cl:1])[N:10]=[C:9]2[C:5]=1[N:6]=[CH:7][N:8]2[CH:11]([CH3:13])[CH3:12])([C:22]1[CH:23]=[CH:24][CH:25]=[CH:26][CH:27]=1)[C:34]1[CH:26]=[CH:27][CH:22]=[CH:23][CH:24]=1. The yield is 0.720.